This data is from Forward reaction prediction with 1.9M reactions from USPTO patents (1976-2016). The task is: Predict the product of the given reaction. (1) The product is: [Cl:7][C:8]1[CH:26]=[C:25]([O:27][CH2:28][CH:29]=[C:30]([Cl:32])[Cl:31])[CH:24]=[C:23]([Cl:33])[C:9]=1[O:10][CH2:11][CH2:12][CH2:13][C:14]([C:16]1[CH:21]=[CH:20][C:19]([F:22])=[CH:18][CH:17]=1)=[CH2:1]. Given the reactants [CH3:1]C([O-])(C)C.[K+].[Cl:7][C:8]1[CH:26]=[C:25]([O:27][CH2:28][CH:29]=[C:30]([Cl:32])[Cl:31])[CH:24]=[C:23]([Cl:33])[C:9]=1[O:10][CH2:11][CH2:12][CH2:13][C:14]([C:16]1[CH:21]=[CH:20][C:19]([F:22])=[CH:18][CH:17]=1)=O, predict the reaction product. (2) Given the reactants [C:1]([O:5][C:6]([CH:8]1[CH2:13][CH:12]2[CH2:14][CH:9]1[C:10](=[O:15])[O:11]2)=[O:7])([CH3:4])([CH3:3])[CH3:2].[OH-].[Li+].Cl.Cl.[CH2:20]([O:22][C:23]([C@@:25]1([NH2:30])[CH2:27][C@H:26]1[CH:28]=[CH2:29])=[O:24])[CH3:21].C(N(C(C)C)CC)(C)C.CN(C(ON1N=NC2C=CC=NC1=2)=[N+](C)C)C.F[P-](F)(F)(F)(F)F, predict the reaction product. The product is: [C:1]([O:5][C:6]([C@@H:8]1[CH2:13][C@@H:12]([OH:11])[CH2:14][C@H:9]1[C:10](=[O:15])[NH:30][C@:25]1([C:23]([O:22][CH2:20][CH3:21])=[O:24])[CH2:27][C@H:26]1[CH:28]=[CH2:29])=[O:7])([CH3:4])([CH3:3])[CH3:2]. (3) The product is: [NH2:26][C:6]1[CH:5]=[CH:4][C:3]([O:2][CH3:1])=[CH:25][C:7]=1[C:8]([NH:10][C:11]1[CH:24]=[CH:23][C:14]2[O:15][C:16]([F:22])([F:21])[C:17]([F:19])([F:20])[O:18][C:13]=2[CH:12]=1)=[O:9]. Given the reactants [CH3:1][O:2][C:3]1[CH:4]=[CH:5][C:6]([N+:26]([O-])=O)=[C:7]([CH:25]=1)[C:8]([NH:10][C:11]1[CH:24]=[CH:23][C:14]2[O:15][C:16]([F:22])([F:21])[C:17]([F:20])([F:19])[O:18][C:13]=2[CH:12]=1)=[O:9], predict the reaction product. (4) The product is: [CH:1]([O:4][C:5](=[O:39])[O:6][CH:7]1[CH:11]([OH:12])[CH:10]([CH2:15][OH:14])[O:9][CH:8]1[N:24]1[C:28]2[N:29]=[C:30]([N:33]=[CH:34][N:35]([CH3:37])[CH3:36])[N:31]=[CH:32][C:27]=2[S:26][C:25]1=[O:38])([CH3:3])[CH3:2]. Given the reactants [CH:1]([O:4][C:5](=[O:39])[O:6][CH:7]1[CH:11]2[O:12][Si](C(C)(C)C)(C(C)(C)C)[O:14][CH2:15][CH:10]2[O:9][CH:8]1[N:24]1[C:28]2[N:29]=[C:30]([N:33]=[CH:34][N:35]([CH3:37])[CH3:36])[N:31]=[CH:32][C:27]=2[S:26][C:25]1=[O:38])([CH3:3])[CH3:2].N1C(=O)CC[C@H]1C(O)=O, predict the reaction product. (5) Given the reactants [CH3:1][C:2]1[CH:11]=[C:10]([NH:12][C:13]([NH:15][CH2:16][CH2:17][N:18]2[CH2:23][CH2:22][NH:21][CH2:20][CH2:19]2)=[O:14])[C:9]2[C:4](=[CH:5][CH:6]=[CH:7][CH:8]=2)[N:3]=1.[CH:24]1[CH:29]=[CH:28][C:27]([C:30]2[C:35]([N:36]=[C:37]=[O:38])=[CH:34][CH:33]=[CH:32][CH:31]=2)=[CH:26][CH:25]=1, predict the reaction product. The product is: [C:30]1([C:27]2[CH:28]=[CH:29][CH:24]=[CH:25][CH:26]=2)[CH:31]=[CH:32][CH:33]=[CH:34][C:35]=1[NH:36][C:37]([N:21]1[CH2:22][CH2:23][N:18]([CH2:17][CH2:16][NH:15][C:13]([NH:12][C:10]2[C:9]3[C:4](=[CH:5][CH:6]=[CH:7][CH:8]=3)[N:3]=[C:2]([CH3:1])[CH:11]=2)=[O:14])[CH2:19][CH2:20]1)=[O:38].